Task: Predict the reactants needed to synthesize the given product.. Dataset: Full USPTO retrosynthesis dataset with 1.9M reactions from patents (1976-2016) (1) Given the product [F:26][C:20]1[CH:21]=[C:22]([F:25])[CH:23]=[CH:24][C:19]=1[CH2:18][CH2:17][C:7]1[N:6]([CH2:5][C:4]([OH:27])=[O:3])[C:11]2[N:12]=[CH:13][CH:14]=[CH:15][C:10]=2[C:9](=[O:16])[N:8]=1, predict the reactants needed to synthesize it. The reactants are: C([O:3][C:4](=[O:27])[CH2:5][N:6]1[C:11]2[N:12]=[CH:13][CH:14]=[CH:15][C:10]=2[C:9](=[O:16])[N:8]=[C:7]1[CH2:17][CH2:18][C:19]1[CH:24]=[CH:23][C:22]([F:25])=[CH:21][C:20]=1[F:26])C.[OH-].[Li+]. (2) Given the product [Cl:26][C:27]1[C:28]2[C:52]3[N:59]=[C:58]([CH3:60])[CH:57]=[CH:56][C:53]=3[C:54]([NH2:55])=[N:30][C:29]=2[CH:31]=[CH:32][CH:33]=1, predict the reactants needed to synthesize it. The reactants are: C1CCC(P(C2C(C3C=CC=CC=3)=CC=CC=2)C2CCCCC2)CC1.[Cl:26][C:27]1[C:28](I)=[C:29]([CH:31]=[CH:32][CH:33]=1)[NH2:30].C(N(CC)CC)C.CC1(C)C(C)(C)OBO1.Cl[C:52]1[N:59]=[C:58]([CH3:60])[CH:57]=[CH:56][C:53]=1[C:54]#[N:55].COC1C=CC=C(OC)C=1C1C=CC=CC=1P(C1CCCCC1)C1CCCCC1.C(=O)([O-])[O-].[K+].[K+].[H-].[Na+]. (3) Given the product [CH3:20][C:21]1[CH:26]=[CH:25][C:24]([S:27]([O:1][CH2:2][C@H:3]([NH:5][C:6]([O:7][C:8]([CH3:11])([CH3:10])[CH3:9])=[O:12])[CH3:4])(=[O:29])=[O:28])=[CH:23][CH:22]=1, predict the reactants needed to synthesize it. The reactants are: [OH:1][CH2:2][C@H:3]([NH:5][C:6](=[O:12])[O:7][C:8]([CH3:11])([CH3:10])[CH3:9])[CH3:4].C(N(CC)CC)C.[CH3:20][C:21]1[CH:26]=[CH:25][C:24]([S:27](Cl)(=[O:29])=[O:28])=[CH:23][CH:22]=1. (4) Given the product [C:1]([C:5]1[CH:9]=[C:8](/[N:10]=[CH:13]/[N:14]([CH3:16])[CH3:15])[NH:7][N:6]=1)([CH3:4])([CH3:3])[CH3:2], predict the reactants needed to synthesize it. The reactants are: [C:1]([C:5]1[CH:9]=[C:8]([NH2:10])[NH:7][N:6]=1)([CH3:4])([CH3:3])[CH3:2].CO[CH:13](OC)[N:14]([CH3:16])[CH3:15].